From a dataset of Full USPTO retrosynthesis dataset with 1.9M reactions from patents (1976-2016). Predict the reactants needed to synthesize the given product. (1) Given the product [CH3:22][NH:23][C:13]([C:7]1[C:6]2[C:10](=[CH:11][C:3]([O:2][CH3:1])=[CH:4][CH:5]=2)[N:9]([CH3:12])[CH:8]=1)=[O:15], predict the reactants needed to synthesize it. The reactants are: [CH3:1][O:2][C:3]1[CH:11]=[C:10]2[C:6]([C:7]([C:13]([OH:15])=O)=[CH:8][N:9]2[CH3:12])=[CH:5][CH:4]=1.C(Cl)(=O)C(Cl)=O.[CH3:22][NH2:23]. (2) The reactants are: Br[CH2:2][C:3]1[CH:8]=[CH:7][CH:6]=[C:5]([CH3:9])[C:4]=1[Cl:10].C1N2CN3CN(C2)CN1C3.Cl.C(O)(=[O:24])C.O. Given the product [Cl:10][C:4]1[C:5]([CH3:9])=[CH:6][CH:7]=[CH:8][C:3]=1[CH:2]=[O:24], predict the reactants needed to synthesize it.